Dataset: Forward reaction prediction with 1.9M reactions from USPTO patents (1976-2016). Task: Predict the product of the given reaction. (1) Given the reactants [C:1]([CH:4]([CH2:26][CH2:27][CH2:28][CH2:29][CH2:30][CH3:31])[C:5]([NH:7][CH:8]([C:10]1[C:11](=[O:25])[NH:12][C:13]([CH2:16][C:17]2[CH:22]=[CH:21][C:20]([O:23][CH3:24])=[CH:19][CH:18]=2)=[N:14][N:15]=1)[CH3:9])=O)(=[O:3])[CH3:2].P(Cl)(Cl)(Cl)=O, predict the reaction product. The product is: [C:1]([CH:4]([C:5]1[N:15]2[C:10]([C:11](=[O:25])[NH:12][C:13]([CH2:16][C:17]3[CH:22]=[CH:21][C:20]([O:23][CH3:24])=[CH:19][CH:18]=3)=[N:14]2)=[C:8]([CH3:9])[N:7]=1)[CH2:26][CH2:27][CH2:28][CH2:29][CH2:30][CH3:31])(=[O:3])[CH3:2]. (2) Given the reactants [CH3:1][C:2]1[CH:7]=[CH:6][C:5]([SH:8])=[CH:4][CH:3]=1.I[CH2:10][CH3:11].C(=O)([O-])[O-].[K+].[K+], predict the reaction product. The product is: [CH2:10]([S:8][C:5]1[CH:6]=[CH:7][C:2]([CH3:1])=[CH:3][CH:4]=1)[CH3:11].